Dataset: Reaction yield outcomes from USPTO patents with 853,638 reactions. Task: Predict the reaction yield, written as a fraction of the theoretical maximum amount of product (1.0 means a 100% yield; for example, 0.34 means a 34% yield). (1) The reactants are Br[C:2]1[CH:21]=[CH:20][C:19]([O:22][CH3:23])=[CH:18][C:3]=1[CH2:4][O:5][C:6]1[C:15]2[C:10](=[C:11]([O:16][CH3:17])[CH:12]=[CH:13][CH:14]=2)[CH:9]=[CH:8][CH:7]=1.C([O-])(=O)C.[K+]. The catalyst is Cl[Pd](Cl)([P](C1C=CC=CC=1)(C1C=CC=CC=1)C1C=CC=CC=1)[P](C1C=CC=CC=1)(C1C=CC=CC=1)C1C=CC=CC=1.CN(C)C(=O)C. The product is [CH3:17][O:16][C:11]1[C:10]2=[CH:9][CH:8]=[C:7]3[C:6]([O:5][CH2:4][C:3]4[CH:18]=[C:19]([O:22][CH3:23])[CH:20]=[CH:21][C:2]3=4)=[C:15]2[CH:14]=[CH:13][CH:12]=1. The yield is 0.990. (2) The reactants are C(NC(C)C)(C)C.C([Li])CCC.[CH3:13][S:14][C:15]1[CH:20]=[CH:19][C:18]([CH2:21][C:22]([OH:24])=[O:23])=[CH:17][CH:16]=1.I[CH2:26][CH:27]1[CH2:31][CH2:30][CH2:29][CH2:28]1. The catalyst is O1CCCC1.CN1CCCN(C)C1=O. The product is [CH:27]1([CH2:26][CH:21]([C:18]2[CH:17]=[CH:16][C:15]([S:14][CH3:13])=[CH:20][CH:19]=2)[C:22]([OH:24])=[O:23])[CH2:31][CH2:30][CH2:29][CH2:28]1. The yield is 0.350. (3) The reactants are [Cl:1][C:2]1[CH:13]=[C:6]2[C:7]([O:9]C(=O)[NH:11][C:5]2=[CH:4][CH:3]=1)=O.Cl.[NH2:15][CH:16]1[CH2:21][CH2:20][C:19](=[O:22])[NH:18][C:17]1=[O:23].C(N(CC)CC)C.C(O)(=O)C. The catalyst is C(#N)C. The product is [NH2:11][C:5]1[CH:4]=[CH:3][C:2]([Cl:1])=[CH:13][C:6]=1[C:7]([NH:15][CH:16]1[CH2:21][CH2:20][C:19](=[O:22])[NH:18][C:17]1=[O:23])=[O:9]. The yield is 0.420. (4) The catalyst is C1COCC1.CO. The yield is 0.970. The product is [Br:11][C:6]1[CH:5]=[C:4]([CH:2]([OH:3])[CH3:1])[CH:9]=[CH:8][C:7]=1[F:10]. The reactants are [CH3:1][C:2]([C:4]1[CH:9]=[CH:8][C:7]([F:10])=[C:6]([Br:11])[CH:5]=1)=[O:3].[BH4-].[Na+]. (5) The reactants are [CH2:1]([C:3]1[C:4]([C:9]([OH:11])=O)=[N:5][N:6]([CH3:8])[CH:7]=1)[CH3:2].O1CCCC1.C(Cl)(=O)C(Cl)=O.[NH2:23][C:24]1[CH:25]=[C:26]([CH:43]=[CH:44][CH:45]=1)[O:27][C:28]1[CH:29]=[CH:30][C:31]2[N:32]([N:34]=[C:35]([NH:37][C:38]([CH:40]3[CH2:42][CH2:41]3)=[O:39])[N:36]=2)[CH:33]=1. The catalyst is CN(C)C=O.CN(C)C(=O)C. The product is [CH:40]1([C:38]([NH:37][C:35]2[N:36]=[C:31]3[CH:30]=[CH:29][C:28]([O:27][C:26]4[CH:25]=[C:24]([NH:23][C:9]([C:4]5[C:3]([CH2:1][CH3:2])=[CH:7][N:6]([CH3:8])[N:5]=5)=[O:11])[CH:45]=[CH:44][CH:43]=4)=[CH:33][N:32]3[N:34]=2)=[O:39])[CH2:41][CH2:42]1. The yield is 0.640.